Dataset: Full USPTO retrosynthesis dataset with 1.9M reactions from patents (1976-2016). Task: Predict the reactants needed to synthesize the given product. (1) Given the product [CH3:1][O:2][C:3](=[O:24])[CH2:4][CH2:5][CH2:6][C:7]1[CH:12]=[CH:11][CH:10]=[CH:9][C:8]=1[N:13]([C:14](=[O:23])[C:15]1[CH:20]=[CH:19][C:18]([Cl:21])=[C:17]([Br:22])[CH:16]=1)[CH3:28], predict the reactants needed to synthesize it. The reactants are: [CH3:1][O:2][C:3](=[O:24])[CH2:4][CH2:5][CH2:6][C:7]1[CH:12]=[CH:11][CH:10]=[CH:9][C:8]=1[NH:13][C:14](=[O:23])[C:15]1[CH:20]=[CH:19][C:18]([Cl:21])=[C:17]([Br:22])[CH:16]=1.[H-].[Na+].I[CH3:28]. (2) Given the product [NH2:12][C:10]1[CH:9]=[CH:8][N:7]=[C:6]([N:1]2[CH:5]=[CH:4][N:3]=[CH:2]2)[CH:11]=1, predict the reactants needed to synthesize it. The reactants are: [N:1]1([C:6]2[CH:11]=[C:10]([N+:12]([O-])=O)[CH:9]=[CH:8][N+:7]=2[O-])[CH:5]=[CH:4][N:3]=[CH:2]1.[Cl-].[NH4+]. (3) Given the product [N+:1]([C:4]1[CH:12]=[CH:11][C:10]([O:13][CH2:14][CH2:15][CH3:16])=[CH:9][C:5]=1[C:6]([NH2:18])=[O:7])([O-:3])=[O:2], predict the reactants needed to synthesize it. The reactants are: [N+:1]([C:4]1[CH:12]=[CH:11][C:10]([O:13][CH2:14][CH2:15][CH3:16])=[CH:9][C:5]=1[C:6](O)=[O:7])([O-:3])=[O:2].C[N:18](C=O)C. (4) The reactants are: N1C=NN=N1.[OH:6][C:7]1[C:8]([C:31]([CH3:34])([CH3:33])[CH3:32])=[CH:9][C:10]([C:27]([CH3:30])([CH3:29])[CH3:28])=[C:11]([NH:13][C:14]([C:16]2[C:25](=[O:26])[C:24]3[C:19](=[CH:20][CH:21]=[CH:22][CH:23]=3)[NH:18][CH:17]=2)=[O:15])[CH:12]=1.C(N(C(C)C)[P:39]([O:48][CH2:49][C:50]1[CH:55]=[CH:54][CH:53]=[CH:52][CH:51]=1)[O:40][CH2:41][C:42]1[CH:47]=[CH:46][CH:45]=[CH:44][CH:43]=1)(C)C.C([O:63]O)(C)(C)C. Given the product [CH2:49]([O:48][P:39]([O:6][C:7]1[CH:12]=[C:11]([NH:13][C:14]([C:16]2[C:25](=[O:26])[C:24]3[C:19](=[CH:20][CH:21]=[CH:22][CH:23]=3)[NH:18][CH:17]=2)=[O:15])[C:10]([C:27]([CH3:28])([CH3:30])[CH3:29])=[CH:9][C:8]=1[C:31]([CH3:34])([CH3:33])[CH3:32])(=[O:63])[O:40][CH2:41][C:42]1[CH:43]=[CH:44][CH:45]=[CH:46][CH:47]=1)[C:50]1[CH:51]=[CH:52][CH:53]=[CH:54][CH:55]=1, predict the reactants needed to synthesize it.